The task is: Predict the reaction yield, written as a fraction of the theoretical maximum amount of product (1.0 means a 100% yield; for example, 0.34 means a 34% yield).. This data is from Reaction yield outcomes from USPTO patents with 853,638 reactions. (1) The reactants are [CH3:1][C:2]1[C:3]([C:21]#[N:22])=[C:4]2[N:8]([C:9](=O)[C:10]=1[C:11]1[S:12][CH:13]=[CH:14][CH:15]=1)[C:7]1[CH:17]=[CH:18][CH:19]=[CH:20][C:6]=1[NH:5]2.P(Cl)(Cl)([Cl:25])=O. No catalyst specified. The product is [Cl:25][C:9]1[N:8]2[C:4](=[N:5][C:6]3[CH:20]=[CH:19][CH:18]=[CH:17][C:7]=32)[C:3]([C:21]#[N:22])=[C:2]([CH3:1])[C:10]=1[C:11]1[S:12][CH:13]=[CH:14][CH:15]=1. The yield is 0.990. (2) The reactants are [CH3:1][O:2][C:3](=[O:23])[C:4]1[CH:9]=[C:8]([C:10]([F:13])([F:12])[F:11])[C:7]([O:14]CC2C=CC=CC=2)=[CH:6][C:5]=1[CH3:22]. The catalyst is C(O)C.[Pd]. The product is [CH3:1][O:2][C:3](=[O:23])[C:4]1[CH:9]=[C:8]([C:10]([F:13])([F:12])[F:11])[C:7]([OH:14])=[CH:6][C:5]=1[CH3:22]. The yield is 0.950. (3) The reactants are [NH2:1][C:2]1[CH:7]=[CH:6][CH:5]=[CH:4][C:3]=1[SH:8].[NH2:9][C:10]1[C:14]([C:15]#N)=[CH:13][NH:12][N:11]=1.[OH-].[NH4+]. No catalyst specified. The product is [S:8]1[C:3]2[CH:4]=[CH:5][CH:6]=[CH:7][C:2]=2[N:1]=[C:15]1[C:14]1[C:10]([NH2:9])=[N:11][NH:12][CH:13]=1. The yield is 0.400. (4) The reactants are [F:1][C:2]1[CH:7]=[CH:6][CH:5]=[CH:4][C:3]=1[N:8]1[C:16]2[C:11](=[C:12]([N:17]3[CH2:21][CH2:20][NH:19][C:18]3=[O:22])[CH:13]=[CH:14][CH:15]=2)[CH:10]=[N:9]1.[O-]P([O-])([O-])=O.[K+].[K+].[K+].I[C:32]1[CH:37]=[CH:36][N:35]=[CH:34][CH:33]=1.CN[C@@H]1CCCC[C@H]1NC. The catalyst is O1CCOCC1.[Cu]I. The product is [F:1][C:2]1[CH:7]=[CH:6][CH:5]=[CH:4][C:3]=1[N:8]1[C:16]2[C:11](=[C:12]([N:17]3[CH2:21][CH2:20][N:19]([C:32]4[CH:37]=[CH:36][N:35]=[CH:34][CH:33]=4)[C:18]3=[O:22])[CH:13]=[CH:14][CH:15]=2)[CH:10]=[N:9]1. The yield is 0.830. (5) The reactants are [CH3:1][O:2][C:3]1[CH:4]=[C:5]2[C:10](=[CH:11][C:12]=1[O:13][CH3:14])[C:9]([CH2:15][CH2:16][CH3:17])=[N:8][C:7]([OH:18])=[CH:6]2.O[Li].O.[ClH:22].[Cl:23][CH2:24][C:25]1[C:26]([N:38]([CH3:40])[CH3:39])=[N:27][C:28]2[CH:29]=[C:30]3[O:37][CH2:36][O:35][C:31]3=[CH:32][C:33]=2[CH:34]=1.Cl.CO. The product is [ClH:23].[ClH:22].[CH3:40][N:38]([CH3:39])[C:26]1[C:25]([CH2:24][C:6]2[C:5]3[C:10](=[CH:11][C:12]([O:13][CH3:14])=[C:3]([O:2][CH3:1])[CH:4]=3)[C:9]([CH2:15][CH2:16][CH3:17])=[N:8][C:7]=2[OH:18])=[CH:34][C:33]2[CH:32]=[C:31]3[O:35][CH2:36][O:37][C:30]3=[CH:29][C:28]=2[N:27]=1. The catalyst is C1(C)C=CC=CC=1. The yield is 0.130.